The task is: Predict the product of the given reaction.. This data is from Forward reaction prediction with 1.9M reactions from USPTO patents (1976-2016). (1) Given the reactants [O:1]1[C:5]2([CH2:15][CH2:14][C:8]3([CH2:12][CH2:11][NH:10][C:9]3=[O:13])[CH2:7][CH2:6]2)[O:4][CH2:3][CH2:2]1.C(=O)([O-])[O-].[K+].[K+].Br[C:23]1[CH:33]=[CH:32][C:26]2[O:27][C:28]([F:31])([F:30])[O:29][C:25]=2[CH:24]=1, predict the reaction product. The product is: [F:31][C:28]1([F:30])[O:27][C:26]2[CH:32]=[CH:33][C:23]([N:10]3[CH2:11][CH2:12][C:8]4([CH2:14][CH2:15][C:5]5([O:4][CH2:3][CH2:2][O:1]5)[CH2:6][CH2:7]4)[C:9]3=[O:13])=[CH:24][C:25]=2[O:29]1. (2) Given the reactants Cl[C:2]1[N:11]=[CH:10][C:9]([Cl:12])=[CH:8][C:3]=1[C:4]([O:6][CH3:7])=[O:5].[Br-].[C:14]([C:16]1[CH:17]=[C:18]([CH:21]=[CH:22][CH:23]=1)[CH2:19][Zn+])#[N:15], predict the reaction product. The product is: [Cl:12][C:9]1[CH:10]=[N:11][C:2]([CH2:19][C:18]2[CH:21]=[CH:22][CH:23]=[C:16]([C:14]#[N:15])[CH:17]=2)=[C:3]([CH:8]=1)[C:4]([O:6][CH3:7])=[O:5]. (3) Given the reactants [NH2:1][C:2]1[N:7]=[C:6]([CH3:8])[N:5]=[C:4]([C:9]2[N:13]3[N:14]=[CH:15][CH:16]=[CH:17][C:12]3=[N:11][C:10]=2[NH:18][C:19]2[CH:23]=[CH:22][N:21]([C:24]([O:26][C:27]([CH3:30])([CH3:29])[CH3:28])=[O:25])[N:20]=2)[CH:3]=1.[C:31](OC(=O)C)(=[O:33])[CH3:32], predict the reaction product. The product is: [CH3:24][OH:25].[NH4+:1].[OH-:33].[C:31]([NH:1][C:2]1[N:7]=[C:6]([CH3:8])[N:5]=[C:4]([C:9]2[N:13]3[N:14]=[CH:15][CH:16]=[CH:17][C:12]3=[N:11][C:10]=2[NH:18][C:19]2[CH:23]=[CH:22][N:21]([C:24]([O:26][C:27]([CH3:30])([CH3:29])[CH3:28])=[O:25])[N:20]=2)[CH:3]=1)(=[O:33])[CH3:32].